This data is from Reaction yield outcomes from USPTO patents with 853,638 reactions. The task is: Predict the reaction yield, written as a fraction of the theoretical maximum amount of product (1.0 means a 100% yield; for example, 0.34 means a 34% yield). (1) The reactants are [N+:1]([C:4]1[CH:12]=[CH:11][C:7]2[N:8]=C[S:10][C:6]=2[CH:5]=1)([O-:3])=[O:2].O.NN.Cl. The catalyst is C(O)C.O. The product is [NH2:8][C:7]1[CH:11]=[CH:12][C:4]([N+:1]([O-:3])=[O:2])=[CH:5][C:6]=1[SH:10]. The yield is 0.980. (2) The reactants are CC1C=CC(S(O[CH2:12][CH2:13][CH2:14][CH2:15][O:16][C:17]2[N:22]=[C:21]3[N:23]([CH2:26][C:27]4[CH:32]=[CH:31][C:30]([O:33][CH3:34])=[CH:29][CH:28]=4)[N:24]=[CH:25][C:20]3=[CH:19][CH:18]=2)(=O)=O)=CC=1.[Cl:35][C:36]1[C:41]([Cl:42])=[CH:40][CH:39]=[CH:38][C:37]=1[N:43]1[CH2:48][CH2:47][NH:46][CH2:45][CH2:44]1.C(=O)([O-])[O-].[K+].[K+]. The catalyst is C(O)(C)(C)C.O. The product is [Cl:35][C:36]1[C:41]([Cl:42])=[CH:40][CH:39]=[CH:38][C:37]=1[N:43]1[CH2:48][CH2:47][N:46]([CH2:12][CH2:13][CH2:14][CH2:15][O:16][C:17]2[N:22]=[C:21]3[N:23]([CH2:26][C:27]4[CH:32]=[CH:31][C:30]([O:33][CH3:34])=[CH:29][CH:28]=4)[N:24]=[CH:25][C:20]3=[CH:19][CH:18]=2)[CH2:45][CH2:44]1. The yield is 0.820. (3) The reactants are [Li]CCCC.Br[C:7]1[N:8]([CH2:14][O:15][CH2:16][CH2:17][Si:18]([CH3:21])([CH3:20])[CH3:19])[C:9](Cl)=[C:10]([Cl:12])[N:11]=1.C[Si](Cl)(C)C.CN([CH:30]=[O:31])C.[NH4+].[Cl-].CC(CC)=C.[O-:39]Cl=O.[Na+]. The catalyst is C1COCC1.O.CC(O)(C)C. The product is [Cl:12][C:10]1[N:11]=[CH:7][N:8]([CH2:14][O:15][CH2:16][CH2:17][Si:18]([CH3:21])([CH3:20])[CH3:19])[C:9]=1[C:30]([OH:31])=[O:39]. The yield is 0.770. (4) The reactants are [F:1][C:2]([F:13])([F:12])[CH:3]([C:8]([F:11])([F:10])[F:9])[C@H:4]([NH2:7])[CH2:5][OH:6].N1C=CC=CC=1.[S:20]1[CH:24]=[CH:23][C:22]([S:25](Cl)(=[O:27])=[O:26])=[CH:21]1.CC1C=CC(S(O)(=O)=O)=CC=1. The catalyst is C(Cl)Cl.CCOC(C)=O. The product is [F:1][C:2]([F:12])([F:13])[CH:3]([C:8]([F:9])([F:10])[F:11])[C@H:4]([NH:7][S:25]([C:22]1[CH:23]=[CH:24][S:20][CH:21]=1)(=[O:27])=[O:26])[CH2:5][OH:6]. The yield is 0.350. (5) The reactants are [CH3:1][O:2][C:3](=[O:32])[C:4]1[CH:9]=[CH:8][C:7]([CH2:10][N:11]2[CH:15]=[C:14]([C:16]3[CH:21]=[CH:20][C:19]([Cl:22])=[CH:18][C:17]=3[Cl:23])[N:13]=[C:12]2[CH2:24][C:25]2[CH:30]=[CH:29][C:28](Br)=[CH:27][CH:26]=2)=[CH:6][CH:5]=1.[NH2:33][C:34]1[CH:35]=[C:36](B(O)O)[CH:37]=[CH:38][CH:39]=1. No catalyst specified. The product is [CH3:1][O:2][C:3](=[O:32])[C:4]1[CH:9]=[CH:8][C:7]([CH2:10][N:11]2[CH:15]=[C:14]([C:16]3[CH:21]=[CH:20][C:19]([Cl:22])=[CH:18][C:17]=3[Cl:23])[N:13]=[C:12]2[CH2:24][C:25]2[CH:30]=[CH:29][C:28]([C:38]3[CH:37]=[CH:36][CH:35]=[C:34]([NH2:33])[CH:39]=3)=[CH:27][CH:26]=2)=[CH:6][CH:5]=1. The yield is 0.750. (6) The reactants are [CH:1]([C:3]1[CH:4]=[C:5]([CH:8]=[CH:9][CH:10]=1)[C:6]#[N:7])=[O:2].[F:11][C:12]([Si](C)(C)C)([F:14])[F:13].[F-].C([N+](CCCC)(CCCC)CCCC)CCC. The catalyst is O1CCCC1. The product is [F:11][C:12]([F:14])([F:13])[CH:1]([C:3]1[CH:4]=[C:5]([CH:8]=[CH:9][CH:10]=1)[C:6]#[N:7])[OH:2]. The yield is 0.920. (7) The catalyst is O1CCOCC1.C([O-])(=O)C.[Pd+2].C([O-])(=O)C.C(OCC)(=O)C. The reactants are CC(C)([O-])C.[K+].[C:7]([O:11][C:12](=[O:39])[NH:13][CH:14]1[CH2:19][CH2:18][CH:17]([CH2:20][CH:21]([OH:38])[CH:22]([C:24]2[C:33]3[C:28](=[CH:29][CH:30]=[C:31]([O:35][CH3:36])[C:32]=3[F:34])[N:27]=[CH:26][C:25]=2Cl)[OH:23])[O:16][CH2:15]1)([CH3:10])([CH3:9])[CH3:8].C(P(C(C)(C)C)C1C=CC2C(=CC=CC=2)C=1C1C2C(=CC=CC=2)C=CC=1)(C)(C)C.CCCCCC. The yield is 0.560. The product is [C:7]([O:11][C:12](=[O:39])[NH:13][C@@H:14]1[CH2:19][CH2:18][C@@H:17]([CH2:20][CH:21]2[O:38][C:25]3[CH:26]=[N:27][C:28]4[CH:29]=[CH:30][C:31]([O:35][CH3:36])=[C:32]([F:34])[C:33]=4[C:24]=3[CH:22]2[OH:23])[O:16][CH2:15]1)([CH3:10])([CH3:9])[CH3:8]. (8) The product is [F:1][C:2]1[CH:3]=[CH:4][C:5]([N:8]2[C:11](=[O:12])[C@H:10]([S:13][CH2:14][C:15]([C:17]3[CH:18]=[CH:19][C:20]([F:23])=[CH:21][CH:22]=3)=[O:16])[C@H:9]2[C:24]2[CH:25]=[CH:26][C:27]([O:28][CH2:29][C:30]([NH:32][CH2:33][C:34]([NH:73][C:72]([CH2:74][CH2:75][CH2:76][CH3:77])([C:78]([OH:80])=[O:79])[CH2:68][CH2:69][CH2:70][CH3:71])=[O:35])=[O:31])=[CH:37][CH:38]=2)=[CH:6][CH:7]=1. The yield is 0.340. The catalyst is C(Cl)Cl. The reactants are [F:1][C:2]1[CH:7]=[CH:6][C:5]([N:8]2[C:11](=[O:12])[C@H:10]([S:13][CH2:14][C:15]([C:17]3[CH:22]=[CH:21][C:20]([F:23])=[CH:19][CH:18]=3)=[O:16])[C@H:9]2[C:24]2[CH:38]=[CH:37][C:27]([O:28][CH2:29][C:30]([NH:32][CH2:33][C:34](O)=[O:35])=[O:31])=[CH:26][CH:25]=2)=[CH:4][CH:3]=1.CN1CCOCC1.CN(C(ON1N=NC2C=CC=CC1=2)=[N+](C)C)C.[B-](F)(F)(F)F.[CH2:68]([C:72]([C:78]([OH:80])=[O:79])([CH2:74][CH2:75][CH2:76][CH3:77])[NH2:73])[CH2:69][CH2:70][CH3:71]. (9) The reactants are [NH2:1][S:2]([C:5]1[CH:6]=[C:7]([CH:20]=[CH:21][C:22]=1[Cl:23])[C:8]([NH:10][C@@H:11]([C:13]1[CH:18]=[CH:17][CH:16]=[C:15]([Cl:19])[CH:14]=1)[CH3:12])=O)(=[O:4])=[O:3].B. The catalyst is C1COCC1. The product is [Cl:23][C:22]1[CH:21]=[CH:20][C:7]([CH2:8][NH:10][C@@H:11]([C:13]2[CH:18]=[CH:17][CH:16]=[C:15]([Cl:19])[CH:14]=2)[CH3:12])=[CH:6][C:5]=1[S:2]([NH2:1])(=[O:3])=[O:4]. The yield is 0.391.